From a dataset of Retrosynthesis with 50K atom-mapped reactions and 10 reaction types from USPTO. Predict the reactants needed to synthesize the given product. (1) Given the product Cc1ccccc1C(=CCOCCN1CCC[C@@H](C(=O)O)C1)c1ccccc1, predict the reactants needed to synthesize it. The reactants are: CCOC(=O)[C@@H]1CCCN(CCOCC=C(c2ccccc2)c2ccccc2C)C1. (2) Given the product COc1c(Cl)cc(C)c(C)c1NC(C)=O, predict the reactants needed to synthesize it. The reactants are: CC(=O)OC(C)=O.COc1c(Cl)cc(C)c(C)c1N. (3) Given the product COc1cc2nccc(Oc3cc(C)c(C)nc3-c3cccc(C)n3)c2cc1OC, predict the reactants needed to synthesize it. The reactants are: COc1cc2nccc(Cl)c2cc1OC.Cc1cccc(-c2nc(C)c(C)cc2O)n1. (4) Given the product COCOc1ccc2ccc(=O)oc2c1, predict the reactants needed to synthesize it. The reactants are: COCCl.O=c1ccc2ccc(O)cc2o1. (5) Given the product COc1cc([N+](=O)[O-])ccc1N1CC[C@@H](O)C1, predict the reactants needed to synthesize it. The reactants are: COc1cc([N+](=O)[O-])ccc1Cl.O[C@@H]1CCNC1. (6) Given the product COc1cc(C(=O)Nc2ccc(C)c(-n3ccn4nc(-c5cccnc5)cc34)c2)cc(S(F)(F)(F)(F)F)c1, predict the reactants needed to synthesize it. The reactants are: COc1cc(C(=O)O)cc(S(F)(F)(F)(F)F)c1.Cc1ccc(N)cc1-n1ccn2nc(-c3cccnc3)cc12. (7) The reactants are: NCc1nccnc1Cl.O=C(NC[C@H]1CC[C@H](C(=O)O)CC1)OCc1ccccc1. Given the product O=C(NC[C@H]1CC[C@H](C(=O)NCc2nccnc2Cl)CC1)OCc1ccccc1, predict the reactants needed to synthesize it. (8) Given the product CCC(C(=O)O)n1ccc(C(F)(F)F)n1, predict the reactants needed to synthesize it. The reactants are: CCOC(=O)C(CC)n1ccc(C(F)(F)F)n1. (9) Given the product COc1cc(C)cc2cc(-c3c(COCC(=O)O)cn4ncnc(N)c34)sc12, predict the reactants needed to synthesize it. The reactants are: CCOC(=O)COCc1cn2ncnc(N)c2c1-c1cc2cc(C)cc(OC)c2s1. (10) Given the product COc1ccc(C#Cc2cccnc2C#N)cc1, predict the reactants needed to synthesize it. The reactants are: C#Cc1ccc(OC)cc1.N#Cc1ncccc1Br.